Dataset: NCI-60 drug combinations with 297,098 pairs across 59 cell lines. Task: Regression. Given two drug SMILES strings and cell line genomic features, predict the synergy score measuring deviation from expected non-interaction effect. (1) Drug 1: C1=CC(=CC=C1CCC2=CNC3=C2C(=O)NC(=N3)N)C(=O)NC(CCC(=O)O)C(=O)O. Drug 2: CN1C(=O)N2C=NC(=C2N=N1)C(=O)N. Cell line: BT-549. Synergy scores: CSS=6.38, Synergy_ZIP=0.0544, Synergy_Bliss=1.28, Synergy_Loewe=-11.1, Synergy_HSA=-1.52. (2) Drug 1: C1CCC(C1)C(CC#N)N2C=C(C=N2)C3=C4C=CNC4=NC=N3. Drug 2: CS(=O)(=O)CCNCC1=CC=C(O1)C2=CC3=C(C=C2)N=CN=C3NC4=CC(=C(C=C4)OCC5=CC(=CC=C5)F)Cl. Cell line: HS 578T. Synergy scores: CSS=1.80, Synergy_ZIP=3.70, Synergy_Bliss=6.72, Synergy_Loewe=-0.916, Synergy_HSA=0.141. (3) Cell line: OVCAR-4. Drug 2: B(C(CC(C)C)NC(=O)C(CC1=CC=CC=C1)NC(=O)C2=NC=CN=C2)(O)O. Synergy scores: CSS=43.7, Synergy_ZIP=-4.59, Synergy_Bliss=-2.84, Synergy_Loewe=-10.8, Synergy_HSA=-3.10. Drug 1: CCN(CC)CCCC(C)NC1=C2C=C(C=CC2=NC3=C1C=CC(=C3)Cl)OC. (4) Drug 1: CC1=C(C=C(C=C1)NC2=NC=CC(=N2)N(C)C3=CC4=NN(C(=C4C=C3)C)C)S(=O)(=O)N.Cl. Cell line: MALME-3M. Drug 2: C(CN)CNCCSP(=O)(O)O. Synergy scores: CSS=6.67, Synergy_ZIP=-2.37, Synergy_Bliss=-3.13, Synergy_Loewe=-0.772, Synergy_HSA=-1.39. (5) Drug 1: CCC(=C(C1=CC=CC=C1)C2=CC=C(C=C2)OCCN(C)C)C3=CC=CC=C3.C(C(=O)O)C(CC(=O)O)(C(=O)O)O. Drug 2: CC1=C(C=C(C=C1)NC(=O)C2=CC=C(C=C2)CN3CCN(CC3)C)NC4=NC=CC(=N4)C5=CN=CC=C5. Cell line: SK-MEL-28. Synergy scores: CSS=2.01, Synergy_ZIP=-3.57, Synergy_Bliss=-6.73, Synergy_Loewe=-3.44, Synergy_HSA=-3.72. (6) Drug 1: C1C(C(OC1N2C=C(C(=O)NC2=O)F)CO)O. Drug 2: C1CC(C1)(C(=O)O)C(=O)O.[NH2-].[NH2-].[Pt+2]. Cell line: K-562. Synergy scores: CSS=23.2, Synergy_ZIP=-0.517, Synergy_Bliss=1.60, Synergy_Loewe=-17.4, Synergy_HSA=0.771. (7) Drug 1: CC12CCC(CC1=CCC3C2CCC4(C3CC=C4C5=CN=CC=C5)C)O. Drug 2: CS(=O)(=O)C1=CC(=C(C=C1)C(=O)NC2=CC(=C(C=C2)Cl)C3=CC=CC=N3)Cl. Cell line: KM12. Synergy scores: CSS=27.1, Synergy_ZIP=-7.52, Synergy_Bliss=5.23, Synergy_Loewe=1.35, Synergy_HSA=6.27. (8) Drug 1: CC12CCC(CC1=CCC3C2CCC4(C3CC=C4C5=CN=CC=C5)C)O. Drug 2: C1=NC2=C(N=C(N=C2N1C3C(C(C(O3)CO)O)O)F)N. Cell line: SW-620. Synergy scores: CSS=-2.77, Synergy_ZIP=-0.856, Synergy_Bliss=-3.51, Synergy_Loewe=-4.72, Synergy_HSA=-4.87. (9) Drug 1: CCC1(CC2CC(C3=C(CCN(C2)C1)C4=CC=CC=C4N3)(C5=C(C=C6C(=C5)C78CCN9C7C(C=CC9)(C(C(C8N6C=O)(C(=O)OC)O)OC(=O)C)CC)OC)C(=O)OC)O.OS(=O)(=O)O. Synergy scores: CSS=46.2, Synergy_ZIP=5.14, Synergy_Bliss=11.2, Synergy_Loewe=-21.5, Synergy_HSA=4.84. Cell line: SK-MEL-2. Drug 2: C1=NC2=C(N1)C(=S)N=CN2. (10) Synergy scores: CSS=19.1, Synergy_ZIP=-6.56, Synergy_Bliss=-1.61, Synergy_Loewe=-18.4, Synergy_HSA=1.76. Cell line: PC-3. Drug 1: CN(CCCl)CCCl.Cl. Drug 2: C(CC(=O)O)C(=O)CN.Cl.